From a dataset of Reaction yield outcomes from USPTO patents with 853,638 reactions. Predict the reaction yield, written as a fraction of the theoretical maximum amount of product (1.0 means a 100% yield; for example, 0.34 means a 34% yield). (1) The reactants are [C:1](O[C:1](=O)[C:2]1[CH:7]=[CH:6][CH:5]=[CH:4][CH:3]=1)(=O)[C:2]1[CH:7]=[CH:6][CH:5]=[CH:4][CH:3]=1.[OH:18][C:19]1[C:24]([NH2:25])=[C:23]([OH:26])[N:22]=[CH:21][N:20]=1. No catalyst specified. The product is [C:2]1([C:1]2[O:18][C:19]3[N:20]=[CH:21][N:22]=[C:23]([OH:26])[C:24]=3[N:25]=2)[CH:7]=[CH:6][CH:5]=[CH:4][CH:3]=1. The yield is 0.220. (2) The reactants are [Br:1][C:2]1[CH:3]=[CH:4][C:5](=[O:13])[N:6]([CH:8]([CH3:12])[C:9](O)=[O:10])[CH:7]=1.B.CSC. The catalyst is C1COCC1. The product is [Br:1][C:2]1[CH:3]=[CH:4][C:5](=[O:13])[N:6]([CH:8]([CH3:12])[CH2:9][OH:10])[CH:7]=1. The yield is 0.650. (3) The reactants are [CH3:1][C@@H:2]1[CH2:24][C:23]2[C:25](=[O:26])[C:18](=[CH:19][C:20]([C:22]=2OC)=[O:21])[NH:17][C:15](=[O:16])[C:14]([CH3:29])=[CH:13][CH:12]=[CH:11][C@H:10]([O:30][CH3:31])[C@@H:9]([O:32][C:33]([NH2:35])=[O:34])[C:8]([CH3:36])=[CH:7][C@H:6]([CH3:37])[C@@H:5]([OH:38])[C@@H:4]([O:39][CH3:40])[CH2:3]1.[CH3:41][N:42]([CH3:46])[CH2:43][CH2:44][NH2:45].[ClH:47]. The catalyst is C(Cl)Cl.O1CCOCC1. The product is [CH3:1][C@@H:2]1[CH2:24][C:23]2[C:25](=[O:26])[C:18](=[CH:19][C:20]([C:22]=2[NH:45][CH2:44][CH2:43][N:42]([CH3:46])[CH3:41])=[O:21])[NH:17][C:15](=[O:16])[C:14]([CH3:29])=[CH:13][CH:12]=[CH:11][C@H:10]([O:30][CH3:31])[C@@H:9]([O:32][C:33]([NH2:35])=[O:34])[C:8]([CH3:36])=[CH:7][C@H:6]([CH3:37])[C@@H:5]([OH:38])[C@@H:4]([O:39][CH3:40])[CH2:3]1.[ClH:47]. The yield is 0.820. (4) The reactants are C(O[BH-](OC(=O)C)OC(=O)C)(=O)C.[Na+].[NH2:15][C:16]1[CH:37]=[CH:36][C:19]([C:20]([NH:22][CH2:23][C:24]2[CH:29]=[C:28]([Cl:30])[CH:27]=[CH:26][C:25]=2[S:31]([CH2:34][CH3:35])(=[O:33])=[O:32])=[O:21])=[CH:18][C:17]=1[O:38][CH3:39].O=[C:41]1[CH2:46][CH2:45][N:44]([C:47]([O:49][C:50]([CH3:53])([CH3:52])[CH3:51])=[O:48])[CH2:43][CH2:42]1.O. The catalyst is C(Cl)(Cl)Cl.C(OCC)(=O)C. The product is [Cl:30][C:28]1[CH:27]=[CH:26][C:25]([S:31]([CH2:34][CH3:35])(=[O:33])=[O:32])=[C:24]([CH2:23][NH:22][C:20]([C:19]2[CH:36]=[CH:37][C:16]([NH:15][CH:41]3[CH2:46][CH2:45][N:44]([C:47]([O:49][C:50]([CH3:53])([CH3:52])[CH3:51])=[O:48])[CH2:43][CH2:42]3)=[C:17]([O:38][CH3:39])[CH:18]=2)=[O:21])[CH:29]=1. The yield is 0.630.